Task: Predict the reaction yield, written as a fraction of the theoretical maximum amount of product (1.0 means a 100% yield; for example, 0.34 means a 34% yield).. Dataset: Reaction yield outcomes from USPTO patents with 853,638 reactions (1) The reactants are Br[C:2]1[S:6][C:5]([CH2:7][O:8][C:9]2[C:10]([F:19])=[C:11]([C:15]([F:18])=[CH:16][CH:17]=2)[C:12]([NH2:14])=[O:13])=[N:4][C:3]=1[C:20]1[CH:25]=[CH:24][C:23]([O:26][CH3:27])=[CH:22][CH:21]=1.[C:28]([Cu])#[N:29].Cl. The catalyst is N1C=CC=CC=1. The product is [C:28]([C:2]1[S:6][C:5]([CH2:7][O:8][C:9]2[C:10]([F:19])=[C:11]([C:15]([F:18])=[CH:16][CH:17]=2)[C:12]([NH2:14])=[O:13])=[N:4][C:3]=1[C:20]1[CH:25]=[CH:24][C:23]([O:26][CH3:27])=[CH:22][CH:21]=1)#[N:29]. The yield is 0.110. (2) The reactants are [CH3:1][N:2]1[CH2:7][CH2:6][N:5]([C:8]2[CH:13]=[CH:12][CH:11]=[C:10]([N+:14]([O-])=O)[CH:9]=2)[CH2:4][CH2:3]1. The catalyst is [Pd].[C].CO.C(OCC)(=O)C. The product is [CH3:1][N:2]1[CH2:3][CH2:4][N:5]([C:8]2[CH:9]=[C:10]([NH2:14])[CH:11]=[CH:12][CH:13]=2)[CH2:6][CH2:7]1. The yield is 1.00. (3) The reactants are Br[C:2]1[CH:3]=[CH:4][C:5]([CH2:8][CH2:9][C:10]([CH3:19])([S:15]([CH3:18])(=[O:17])=[O:16])[C:11]([NH:13][OH:14])=[O:12])=[N:6][CH:7]=1.[C:20]1(B(O)O)[CH:25]=[CH:24][CH:23]=[CH:22][CH:21]=1. The product is [OH:14][NH:13][C:11](=[O:12])[C:10]([CH3:19])([S:15]([CH3:18])(=[O:17])=[O:16])[CH2:9][CH2:8][C:5]1[CH:4]=[CH:3][C:2]([C:20]2[CH:25]=[CH:24][CH:23]=[CH:22][CH:21]=2)=[CH:7][N:6]=1. The yield is 0.0100. No catalyst specified. (4) The reactants are C(N(CC)CC)C.[OH:8][CH2:9][CH:10]1[CH2:15][CH2:14][CH2:13][NH:12][CH2:11]1.[C:16](=O)([O:22]C(C)(C)C)[O:17][C:18]([CH3:21])([CH3:20])[CH3:19]. The catalyst is O1CCCC1. The product is [OH:8][CH2:9][CH:10]1[CH2:15][CH2:14][CH2:13][N:12]([C:16]([O:17][C:18]([CH3:21])([CH3:20])[CH3:19])=[O:22])[CH2:11]1. The yield is 1.00. (5) The reactants are [CH2:1]([O:3][C:4]1[CH:5]=[CH:6][C:7]([F:20])=[C:8]([C:10]2[CH:15]=[C:14]([CH3:16])[N:13]=[C:12]([C:17]#N)[C:11]=2[CH3:19])[CH:9]=1)[CH3:2].[OH-:21].[Na+].S(=O)(=O)(O)O.[CH2:28]([OH:30])[CH3:29]. No catalyst specified. The yield is 0.986. The product is [CH2:1]([O:3][C:4]1[CH:5]=[CH:6][C:7]([F:20])=[C:8]([C:10]2[CH:15]=[C:14]([CH3:16])[N:13]=[C:12]([C:17]([O:30][CH2:28][CH3:29])=[O:21])[C:11]=2[CH3:19])[CH:9]=1)[CH3:2]. (6) The reactants are [CH3:1][C:2]([NH:4][CH:5]1[C:15]2[CH:16]=[C:17]([OH:20])[CH:18]=[CH:19][C:14]=2[C:13]2[C:8](=[CH:9][C:10]([O:25][CH3:26])=[C:11]([O:23][CH3:24])[C:12]=2[O:21][CH3:22])[CH2:7][CH2:6]1)=[O:3].O[CH2:28][CH2:29][CH2:30][N:31]1[CH2:36][CH2:35][N:34]([CH3:37])[CH2:33][CH2:32]1. No catalyst specified. The product is [CH3:37][N:34]1[CH2:35][CH2:36][N:31]([CH2:30][CH2:29][CH2:28][O:20][C:17]2[CH:18]=[CH:19][C:14]3[C:13]4[C:12]([O:21][CH3:22])=[C:11]([O:23][CH3:24])[C:10]([O:25][CH3:26])=[CH:9][C:8]=4[CH2:7][CH2:6][C@H:5]([NH:4][C:2](=[O:3])[CH3:1])[C:15]=3[CH:16]=2)[CH2:32][CH2:33]1. The yield is 0.220.